This data is from Full USPTO retrosynthesis dataset with 1.9M reactions from patents (1976-2016). The task is: Predict the reactants needed to synthesize the given product. (1) Given the product [Br:1][C:2]1[CH:3]=[N:4][C:5]2[N:6]([N:8]=[C:9]([C:11]([N:20]3[CH2:19][CH2:18][C:17]4[C:22](=[CH:23][C:24]([Br:25])=[C:15]([Br:14])[CH:16]=4)[CH:21]3[CH3:26])=[O:13])[CH:10]=2)[CH:7]=1, predict the reactants needed to synthesize it. The reactants are: [Br:1][C:2]1[CH:3]=[N:4][C:5]2[N:6]([N:8]=[C:9]([C:11]([OH:13])=O)[CH:10]=2)[CH:7]=1.[Br:14][C:15]1[CH:16]=[C:17]2[C:22](=[CH:23][C:24]=1[Br:25])[CH:21]([CH3:26])[NH:20][CH2:19][CH2:18]2. (2) Given the product [C:1]1([C:23]2[CH:28]=[CH:27][CH:26]=[CH:25][CH:24]=2)[CH:2]=[CH:3][C:4]([C:7]([NH:9][C@@H:10]2[C:18]3[C:13](=[CH:14][CH:15]=[C:16]([NH2:19])[CH:17]=3)[CH2:12][C@H:11]2[OH:22])=[O:8])=[CH:5][CH:6]=1, predict the reactants needed to synthesize it. The reactants are: [C:1]1([C:23]2[CH:28]=[CH:27][CH:26]=[CH:25][CH:24]=2)[CH:6]=[CH:5][C:4]([C:7]([NH:9][C@@H:10]2[C:18]3[C:13](=[CH:14][CH:15]=[C:16]([N+:19]([O-])=O)[CH:17]=3)[CH2:12][C@H:11]2[OH:22])=[O:8])=[CH:3][CH:2]=1.[H][H]. (3) The reactants are: [CH3:1][O:2][CH:3]([O:15][CH3:16])[CH2:4][C:5]1[C:6]([C:13]#[N:14])=[N:7][CH:8]=[C:9]([O:11][CH3:12])[CH:10]=1.C(=O)([O-])[O-:18].[Na+].[Na+].OO. Given the product [CH3:16][O:15][CH:3]([O:2][CH3:1])[CH2:4][C:5]1[C:6]([C:13]([NH2:14])=[O:18])=[N:7][CH:8]=[C:9]([O:11][CH3:12])[CH:10]=1, predict the reactants needed to synthesize it.